From a dataset of Full USPTO retrosynthesis dataset with 1.9M reactions from patents (1976-2016). Predict the reactants needed to synthesize the given product. (1) Given the product [CH:6]1([N:5]2[CH2:9][C:10]3([CH2:15][CH2:14][N:13]([C:16]([O:18][C:19]([CH3:22])([CH3:21])[CH3:20])=[O:17])[CH2:12][CH2:11]3)[O:23][CH2:2][C:3]2=[O:4])[CH2:8][CH2:7]1, predict the reactants needed to synthesize it. The reactants are: Cl[CH2:2][C:3]([N:5]([CH2:9][C:10]1([OH:23])[CH2:15][CH2:14][N:13]([C:16]([O:18][C:19]([CH3:22])([CH3:21])[CH3:20])=[O:17])[CH2:12][CH2:11]1)[CH:6]1[CH2:8][CH2:7]1)=[O:4].C(=O)([O-])[O-].[K+].[K+].[OH-].[Na+]. (2) The reactants are: [Br:1][C:2]1[CH:7]=[CH:6][C:5]([S:8]([N:11]2[C:19]3[C:14](=[CH:15][CH:16]=[CH:17][CH:18]=3)[CH:13]=[C:12]2/[CH:20]=[CH:21]\[C:22]([O:24]CC)=[O:23])(=[O:10])=[O:9])=[CH:4][CH:3]=1.[OH-].[Na+].O.Cl. Given the product [Br:1][C:2]1[CH:7]=[CH:6][C:5]([S:8]([N:11]2[C:19]3[C:14](=[CH:15][CH:16]=[CH:17][CH:18]=3)[CH:13]=[C:12]2/[CH:20]=[CH:21]\[C:22]([OH:24])=[O:23])(=[O:10])=[O:9])=[CH:4][CH:3]=1, predict the reactants needed to synthesize it. (3) Given the product [CH2:16]([O:23][C:24]1[C:25]([F:33])=[C:26]([CH:27]([C:15]2[C:9]3[C:10](=[N:11][CH:12]=[C:7]([C:3]4[CH:2]=[N:1][CH:6]=[CH:5][CH:4]=4)[CH:8]=3)[NH:13][CH:14]=2)[OH:28])[C:29]([F:32])=[CH:30][CH:31]=1)[C:17]1[CH:18]=[CH:19][CH:20]=[CH:21][CH:22]=1, predict the reactants needed to synthesize it. The reactants are: [N:1]1[CH:6]=[CH:5][CH:4]=[C:3]([C:7]2[CH:8]=[C:9]3[CH:15]=[CH:14][NH:13][C:10]3=[N:11][CH:12]=2)[CH:2]=1.[CH2:16]([O:23][C:24]1[C:25]([F:33])=[C:26]([C:29]([F:32])=[CH:30][CH:31]=1)[CH:27]=[O:28])[C:17]1[CH:22]=[CH:21][CH:20]=[CH:19][CH:18]=1.[OH-].[K+].Cl. (4) Given the product [C:1]([NH:19][CH:20]([CH:21]([CH3:22])[CH2:23][CH3:24])[C:25]([OH:27])=[O:26])(=[O:17])[CH2:2][CH2:3][CH2:4][CH2:5][CH2:6][CH2:7][CH2:8]/[CH:9]=[CH:10]\[CH2:11][CH2:12][CH2:13][CH2:14][CH2:15][CH3:16], predict the reactants needed to synthesize it. The reactants are: [C:1](Cl)(=[O:17])[CH2:2][CH2:3][CH2:4][CH2:5][CH2:6][CH2:7][CH2:8]/[CH:9]=[CH:10]\[CH2:11][CH2:12][CH2:13][CH2:14][CH2:15][CH3:16].[NH2:19][C@H:20]([C:25]([OH:27])=[O:26])[C@H:21]([CH2:23][CH3:24])[CH3:22].N1C=CC=CC=1.C(=O)=O. (5) Given the product [Br-:25].[CH2:19]([O:18][P:17]([CH2:22][CH2:23][CH2:24][N+:9]1[C:10]2[C:5](=[CH:4][C:3]([O:2][CH3:1])=[CH:12][CH:11]=2)[CH:6]=[CH:7][C:8]=1[CH3:13])([O:16][CH2:14][CH3:15])=[O:21])[CH3:20], predict the reactants needed to synthesize it. The reactants are: [CH3:1][O:2][C:3]1[CH:4]=[C:5]2[C:10](=[CH:11][CH:12]=1)[N:9]=[C:8]([CH3:13])[CH:7]=[CH:6]2.[CH2:14]([O:16][P:17]([CH2:22][CH2:23][CH2:24][Br:25])(=[O:21])[O:18][CH2:19][CH3:20])[CH3:15].C(OCC)(=O)C. (6) Given the product [CH3:32][CH:30]1[O:31][CH:26]([CH3:25])[CH2:27][N:28]([CH2:22][C:17]2[CH:16]=[C:15]3[C:20]([CH:21]=[C:12]([C:10]4[N:11]=[C:7]([C:4]5[CH:3]=[CH:2][N:1]=[CH:6][CH:5]=5)[S:8][CH:9]=4)[C:13](=[O:24])[NH:14]3)=[CH:19][CH:18]=2)[CH2:29]1, predict the reactants needed to synthesize it. The reactants are: [N:1]1[CH:6]=[CH:5][C:4]([C:7]2[S:8][CH:9]=[C:10]([C:12]3[C:13](=[O:24])[NH:14][C:15]4[C:20]([CH:21]=3)=[CH:19][CH:18]=[C:17]([CH:22]=O)[CH:16]=4)[N:11]=2)=[CH:3][CH:2]=1.[CH3:25][CH:26]1[O:31][CH:30]([CH3:32])[CH2:29][NH:28][CH2:27]1. (7) The reactants are: [CH3:1][N:2]1[C:6]2[CH:7]=[CH:8][C:9]([C:11](Cl)=[O:12])=[CH:10][C:5]=2[N:4]=[CH:3]1.Cl.[CH3:15][O:16][NH:17][CH3:18].Cl.CCN(CC)CC.O. Given the product [CH3:15][O:16][N:17]([CH3:18])[C:11]([C:9]1[CH:8]=[CH:7][C:6]2[N:2]([CH3:1])[CH:3]=[N:4][C:5]=2[CH:10]=1)=[O:12], predict the reactants needed to synthesize it. (8) The reactants are: [CH2:1]([NH2:8])[CH2:2][CH2:3][CH2:4][CH2:5][CH2:6][CH3:7].[CH2:9]([O:11][C@@H:12]([CH2:17][C:18]1[CH:19]=[N:20][C:21]([C:24]2[CH:29]=[CH:28][CH:27]=[C:26]([N:30]([CH3:43])[C:31](OC3C=CC([N+]([O-])=O)=CC=3)=[O:32])[CH:25]=2)=[CH:22][CH:23]=1)[C:13]([O:15][CH3:16])=[O:14])[CH3:10].O. Given the product [CH2:9]([O:11][C@@H:12]([CH2:17][C:18]1[CH:19]=[N:20][C:21]([C:24]2[CH:29]=[CH:28][CH:27]=[C:26]([N:30]([CH3:43])[C:31]([NH:8][CH2:1][CH2:2][CH2:3][CH2:4][CH2:5][CH2:6][CH3:7])=[O:32])[CH:25]=2)=[CH:22][CH:23]=1)[C:13]([O:15][CH3:16])=[O:14])[CH3:10], predict the reactants needed to synthesize it. (9) Given the product [F:21][C:22]1([F:26])[CH2:25][N:24]([C:3]2[N:8]=[CH:7][N:6]=[C:5]([N:9]3[C:13](=[O:14])[C:12]([N:15]4[CH:19]=[CH:18][N:17]=[N:16]4)=[CH:11][NH:10]3)[CH:4]=2)[CH2:23]1, predict the reactants needed to synthesize it. The reactants are: Cl.Cl[C:3]1[N:8]=[CH:7][N:6]=[C:5]([N:9]2[C:13](=[O:14])[C:12]([N:15]3[CH:19]=[CH:18][N:17]=[N:16]3)=[CH:11][NH:10]2)[CH:4]=1.Cl.[F:21][C:22]1([F:26])[CH2:25][NH:24][CH2:23]1.C(N(C(C)C)C(C)C)C.